Dataset: Reaction yield outcomes from USPTO patents with 853,638 reactions. Task: Predict the reaction yield, written as a fraction of the theoretical maximum amount of product (1.0 means a 100% yield; for example, 0.34 means a 34% yield). (1) The reactants are [F:1][C:2]([F:17])([F:16])[C:3]1[CH:8]=[CH:7][C:6]([C:9]2([CH:14]=[O:15])[CH2:13][CH2:12][CH2:11][CH2:10]2)=[CH:5][CH:4]=1.[BH4-].[Na+]. The catalyst is CO. The product is [F:1][C:2]([F:16])([F:17])[C:3]1[CH:4]=[CH:5][C:6]([C:9]2([CH2:14][OH:15])[CH2:13][CH2:12][CH2:11][CH2:10]2)=[CH:7][CH:8]=1. The yield is 0.900. (2) The reactants are [N+:1]([C:4]1[CH:9]=[CH:8][CH:7]=[CH:6][C:5]=1[CH:10]1[CH:14]=[CH:13][CH2:12][O:11]1)([O-])=O.[N+](C1C=CC=CC=1C1CC=CO1)([O-])=O.CCN(CC)CC. The catalyst is [Pd].CO. The product is [O:11]1[CH2:12][CH2:13][CH2:14][CH:10]1[C:5]1[CH:6]=[CH:7][CH:8]=[CH:9][C:4]=1[NH2:1]. The yield is 0.840. (3) The catalyst is C(O)C.O. The yield is 0.851. The product is [F:21][C:2]1([F:1])[CH2:6][CH2:5][S:4][C:3]1=[CH:7][C:8]1[CH:9]=[CH:10][C:11]([CH:14]([CH3:20])[C:15]([OH:17])=[O:16])=[CH:12][CH:13]=1. The reactants are [F:1][C:2]1([F:21])[CH2:6][CH2:5][S:4][C:3]1=[CH:7][C:8]1[CH:13]=[CH:12][C:11]([CH:14]([CH3:20])[C:15]([O:17]CC)=[O:16])=[CH:10][CH:9]=1.O.[OH-].[Li+]. (4) The reactants are [Br:1][C:2]1[CH:14]=[CH:13][C:12]2[C:11]3[C:6](=[CH:7][C:8]([Br:15])=[CH:9][CH:10]=3)[CH2:5][C:4]=2[CH:3]=1.Br[CH2:17][CH2:18][CH2:19][CH2:20][CH2:21][CH3:22]. The catalyst is CCCC[N+](CCCC)(CCCC)CCCC.[Br-].CS(C)=O.[OH-].[Na+].C(Cl)(Cl)Cl. The product is [Br:1][C:2]1[CH:14]=[CH:13][C:12]2[C:11]3[C:6](=[CH:7][C:8]([Br:15])=[CH:9][CH:10]=3)[C:5]([CH2:13][CH2:14][CH2:2][CH2:3][CH2:4][CH3:12])([CH2:17][CH2:18][CH2:19][CH2:20][CH2:21][CH3:22])[C:4]=2[CH:3]=1. The yield is 0.880.